From a dataset of Full USPTO retrosynthesis dataset with 1.9M reactions from patents (1976-2016). Predict the reactants needed to synthesize the given product. (1) Given the product [N+:14]([C:10]1[C:8]2[S:9][C:5]([C:3]([OH:4])=[O:2])=[CH:6][C:7]=2[CH:13]=[CH:12][CH:11]=1)([O-:16])=[O:15], predict the reactants needed to synthesize it. The reactants are: C[O:2][C:3]([C:5]1[S:9][C:8]2[C:10]([N+:14]([O-:16])=[O:15])=[CH:11][CH:12]=[CH:13][C:7]=2[CH:6]=1)=[O:4].[OH-].[Na+]. (2) Given the product [OH:8][NH:9][C:10]([C:12]1[CH:13]=[C:14]([NH:18][C:19](=[O:30])[C:20]2[CH:25]=[CH:24][CH:23]=[C:22]([C:26]([F:27])([F:29])[F:28])[CH:21]=2)[CH:15]=[CH:16][CH:17]=1)=[O:11], predict the reactants needed to synthesize it. The reactants are: C([O:8][NH:9][C:10]([C:12]1[CH:13]=[C:14]([NH:18][C:19](=[O:30])[C:20]2[CH:25]=[CH:24][CH:23]=[C:22]([C:26]([F:29])([F:28])[F:27])[CH:21]=2)[CH:15]=[CH:16][CH:17]=1)=[O:11])C1C=CC=CC=1. (3) Given the product [NH2:1][C:2]1[CH:9]=[CH:8][C:7]([N:13]2[CH:14]=[CH:15][CH:16]=[CH:17][C:12]2=[O:11])=[CH:6][C:3]=1[C:4]#[N:5], predict the reactants needed to synthesize it. The reactants are: [NH2:1][C:2]1[CH:9]=[CH:8][C:7](Br)=[CH:6][C:3]=1[C:4]#[N:5].[OH:11][C:12]1[CH:17]=[CH:16][CH:15]=[CH:14][N:13]=1.C(=O)([O-])[O-].[K+].[K+].OC1C=CC=C2C=1N=CC=C2. (4) Given the product [Cl:8][C:6]1[N:5]=[N:4][C:3]([C:9]([O:11][CH2:12][CH3:13])=[O:10])=[C:2]([NH:24][C:18]2[CH:17]=[CH:16][C:15]([F:14])=[C:20]([CH:21]([CH3:23])[CH3:22])[N:19]=2)[CH:7]=1, predict the reactants needed to synthesize it. The reactants are: Cl[C:2]1[CH:7]=[C:6]([Cl:8])[N:5]=[N:4][C:3]=1[C:9]([O:11][CH2:12][CH3:13])=[O:10].[F:14][C:15]1[CH:16]=[CH:17][C:18]([NH2:24])=[N:19][C:20]=1[CH:21]([CH3:23])[CH3:22]. (5) Given the product [Br-:1].[CH2:12]([C:9]1[CH:10]=[CH:11][C:6]([C:5]#[C:4][CH2:3][CH2:2][N+:16]2[CH:21]=[CH:20][CH:19]=[C:18]([CH3:22])[CH:17]=2)=[CH:7][CH:8]=1)[CH2:13][CH2:14][CH3:15], predict the reactants needed to synthesize it. The reactants are: [Br:1][CH2:2][CH2:3][C:4]#[C:5][C:6]1[CH:11]=[CH:10][C:9]([CH2:12][CH2:13][CH2:14][CH3:15])=[CH:8][CH:7]=1.[N:16]1[CH:21]=[CH:20][CH:19]=[C:18]([CH3:22])[CH:17]=1. (6) Given the product [CH:2]1([CH2:5][O:6][C:7]2[CH:12]=[CH:11][C:10]([O:13][CH3:14])=[CH:9][C:8]=2[C:15]2[CH:20]=[CH:19][N:18]=[C:17]3[C:21]([C:25]([NH:27][CH:28]4[CH2:29][CH2:30][N:31]([C:34](=[O:37])[CH2:35][CH3:36])[CH2:32][CH2:33]4)=[O:26])=[C:22]([CH3:24])[NH:23][C:16]=23)[CH2:4][CH2:3]1, predict the reactants needed to synthesize it. The reactants are: Cl.[CH:2]1([CH2:5][O:6][C:7]2[CH:12]=[CH:11][C:10]([O:13][CH3:14])=[CH:9][C:8]=2[C:15]2[CH:20]=[CH:19][N:18]=[C:17]3[C:21]([C:25]([NH:27][CH:28]4[CH2:33][CH2:32][NH:31][CH2:30][CH2:29]4)=[O:26])=[C:22]([CH3:24])[NH:23][C:16]=23)[CH2:4][CH2:3]1.[C:34](Cl)(=[O:37])[CH2:35][CH3:36]. (7) Given the product [CH3:10][C:8]1[S:9][C:5]([C:3]2[N:31]=[C:29]([NH:28][C:20]3[CH:19]=[C:18]([CH:23]=[CH:22][C:21]=3[O:24][CH:25]([CH3:27])[CH3:26])[C:17]([OH:32])=[O:16])[S:30][CH:2]=2)=[C:6]([CH3:11])[N:7]=1, predict the reactants needed to synthesize it. The reactants are: Br[CH2:2][C:3]([C:5]1[S:9][C:8]([CH3:10])=[N:7][C:6]=1[CH3:11])=O.Br.C([O:16][C:17](=[O:32])[C:18]1[CH:23]=[CH:22][C:21]([O:24][CH:25]([CH3:27])[CH3:26])=[C:20]([NH:28][C:29]([NH2:31])=[S:30])[CH:19]=1)(C)C. (8) Given the product [ClH:1].[ClH:1].[NH2:3][CH:4]([CH:20]1[CH2:24][CH2:23][CH2:22][N:21]1[S:25]([C:28]1[CH:33]=[CH:32][CH:31]=[CH:30][C:29]=1[Cl:1])(=[O:27])=[O:26])[C:5]1[CH:19]=[CH:18][C:8]([C:9]([NH:11][C:12]2[CH:17]=[CH:16][N:15]=[CH:14][CH:13]=2)=[O:10])=[CH:7][CH:6]=1.[Cl:1][C:29]1[CH:30]=[CH:31][CH:32]=[CH:33][C:28]=1[S:25]([Cl:2])(=[O:27])=[O:26], predict the reactants needed to synthesize it. The reactants are: [ClH:1].[ClH:2].[NH2:3][CH:4]([CH:20]1[CH2:24][CH2:23][CH2:22][N:21]1[S:25]([C:28]1[CH:33]=[CH:32][C:31](OC)=[CH:30][CH:29]=1)(=[O:27])=[O:26])[C:5]1[CH:19]=[CH:18][C:8]([C:9]([NH:11][C:12]2[CH:17]=[CH:16][N:15]=[CH:14][CH:13]=2)=[O:10])=[CH:7][CH:6]=1.C(OC(N[C@H](C1C=CC(C(=O)NC2C=CN=CC=2)=CC=1)CC(O)=O)=O)(C)(C)C. (9) Given the product [CH:1]1([NH:6][C:7]2[C:12]([NH2:13])=[CH:11][CH:10]=[CH:9][N:8]=2)[CH2:2][CH2:3][CH2:4][CH2:5]1, predict the reactants needed to synthesize it. The reactants are: [CH:1]1([NH:6][C:7]2[C:12]([N+:13]([O-])=O)=[CH:11][CH:10]=[CH:9][N:8]=2)[CH2:5][CH2:4][CH2:3][CH2:2]1. (10) Given the product [C:1]([C:5]1[CH:6]=[CH:7][C:8]([CH2:9][N:10]([CH2:34][CH3:35])[C:11](=[O:33])[CH2:12][O:13][C:14]2[CH:19]=[CH:18][C:17]([CH2:20][CH2:21][O:22][C:23]3[CH:32]=[CH:31][CH:30]=[CH:29][C:24]=3[C:25]([OH:27])=[O:26])=[CH:16][CH:15]=2)=[CH:36][CH:37]=1)([CH3:3])([CH3:2])[CH3:4], predict the reactants needed to synthesize it. The reactants are: [C:1]([C:5]1[CH:37]=[CH:36][C:8]([CH2:9][N:10]([CH2:34][CH3:35])[C:11](=[O:33])[CH2:12][O:13][C:14]2[CH:19]=[CH:18][C:17]([CH2:20][CH2:21][O:22][C:23]3[CH:32]=[CH:31][CH:30]=[CH:29][C:24]=3[C:25]([O:27]C)=[O:26])=[CH:16][CH:15]=2)=[CH:7][CH:6]=1)([CH3:4])([CH3:3])[CH3:2].O.